Dataset: Forward reaction prediction with 1.9M reactions from USPTO patents (1976-2016). Task: Predict the product of the given reaction. (1) The product is: [OH:45][CH:17]1[C:13]2([CH2:14][CH2:15][CH2:16]2)[CH2:12][N:11]([C:10]2[CH:9]=[N:8][N:6]3[CH2:7][C@H:2]([CH3:1])[N:3]([C:20]([O:22][C:23]([CH3:25])([CH3:24])[CH3:26])=[O:21])[CH2:4][C:5]=23)[C:18]1=[O:19]. Given the reactants [CH3:1][C@H:2]1[CH2:7][N:6]2[N:8]=[CH:9][C:10]([N:11]3[C:18](=[O:19])[CH2:17][C:13]4([CH2:16][CH2:15][CH2:14]4)[CH2:12]3)=[C:5]2[CH2:4][N:3]1[C:20]([O:22][C:23]([CH3:26])([CH3:25])[CH3:24])=[O:21].[Li+].C[Si]([N-][Si](C)(C)C)(C)C.C1(C2[O:45]N2S(C2C=CC=CC=2)(=O)=O)C=CC=CC=1, predict the reaction product. (2) Given the reactants Br[CH2:2][C:3]1[C:4]([Cl:11])=[N:5][C:6]([Cl:10])=[C:7]([F:9])[CH:8]=1.[CH:12]([C:14]1[CH:19]=[CH:18][CH:17]=[CH:16][C:15]=1[NH:20][C:21](=[O:23])[CH3:22])=[CH2:13].[H-].[Na+].O, predict the reaction product. The product is: [Cl:11][C:4]1[C:3]([CH2:2][N:20]([C:15]2[CH:16]=[CH:17][CH:18]=[CH:19][C:14]=2[CH:12]=[CH2:13])[C:21](=[O:23])[CH3:22])=[CH:8][C:7]([F:9])=[C:6]([Cl:10])[N:5]=1. (3) Given the reactants C(OC([NH:11][C@:12]1([PH:20]([NH:22][CH2:23][CH2:24][CH3:25])=[O:21])[CH2:17][CH2:16][CH2:15][N:14]([NH2:18])[C:13]1=[O:19])=O)C1C=CC=CC=1, predict the reaction product. The product is: [NH2:11][C:12]1([PH:20]([NH:22][CH2:23][CH2:24][CH3:25])=[O:21])[CH2:17][CH2:16][CH2:15][N:14]([NH2:18])[C:13]1=[O:19].